From a dataset of Catalyst prediction with 721,799 reactions and 888 catalyst types from USPTO. Predict which catalyst facilitates the given reaction. (1) Reactant: [Cl:1][C:2]1[N:3]=[N:4][C:5]([C:8]([F:11])([F:10])[F:9])=[CH:6][CH:7]=1.[CH:12]1([N:16]2[CH2:21][CH2:20][CH:19]([O:22][CH:23]3[CH2:28][CH2:27][NH:26][CH2:25][CH2:24]3)[CH2:18][CH2:17]2)[CH2:15][CH2:14][CH2:13]1.C(=O)([O-])[O-].[K+].[K+]. Product: [ClH:1].[CH:12]1([N:16]2[CH2:21][CH2:20][CH:19]([O:22][CH:23]3[CH2:28][CH2:27][N:26]([C:2]4[N:3]=[N:4][C:5]([C:8]([F:11])([F:10])[F:9])=[CH:6][CH:7]=4)[CH2:25][CH2:24]3)[CH2:18][CH2:17]2)[CH2:15][CH2:14][CH2:13]1. The catalyst class is: 16. (2) Reactant: [CH3:1][C:2]1[CH2:7][CH2:6][CH:5]([CH2:8][OH:9])[CH2:4][CH:3]=1.N1C=CN=C1.CN(C=O)C.[C:20]([Si:24]([C:32]1[CH:37]=[CH:36][CH:35]=[CH:34][CH:33]=1)([C:26]1[CH:31]=[CH:30][CH:29]=[CH:28][CH:27]=1)Cl)([CH3:23])([CH3:22])[CH3:21]. Product: [C:20]([Si:24]([O:9][CH2:8][CH:5]1[CH2:6][CH2:7][C:2]([CH3:1])=[CH:3][CH2:4]1)([C:32]1[CH:37]=[CH:36][CH:35]=[CH:34][CH:33]=1)[C:26]1[CH:27]=[CH:28][CH:29]=[CH:30][CH:31]=1)([CH3:23])([CH3:21])[CH3:22]. The catalyst class is: 6. (3) Reactant: [Cl:1][C:2]1[CH:7]=[CH:6][C:5]([O:8][CH3:9])=[C:4](I)[CH:3]=1.[Cl:11][C:12]1[CH:13]=[C:14](B(O)O)[CH:15]=[CH:16][CH:17]=1.O1CCOCC1.C([O-])([O-])=O.[Na+].[Na+]. Product: [CH3:9][O:8][C:5]1[C:4]([C:16]2[CH:15]=[CH:14][CH:13]=[C:12]([Cl:11])[CH:17]=2)=[CH:3][C:2]([Cl:1])=[CH:7][CH:6]=1. The catalyst class is: 741. (4) Reactant: C[O:2][C:3](=[O:28])[CH2:4][C:5]1[C:9]2[C:10]([Cl:26])=[CH:11][C:12]([O:14][CH2:15][C:16]3[N:20]([CH3:21])[N:19]=[C:18]([C:22]([F:25])([F:24])[F:23])[CH:17]=3)=[CH:13][C:8]=2[S:7][C:6]=1[CH3:27].C1COCC1.[OH-].[Na+].Cl. Product: [Cl:26][C:10]1[C:9]2[C:5]([CH2:4][C:3]([OH:28])=[O:2])=[C:6]([CH3:27])[S:7][C:8]=2[CH:13]=[C:12]([O:14][CH2:15][C:16]2[N:20]([CH3:21])[N:19]=[C:18]([C:22]([F:24])([F:23])[F:25])[CH:17]=2)[CH:11]=1. The catalyst class is: 5. (5) Reactant: CON(C)[C:4]([C@@H:6]1[CH2:8][C@H:7]1[C:9]1[CH:14]=[CH:13][CH:12]=[CH:11][N:10]=1)=[O:5].CC(C)([O-:19])C.O. Product: [N:10]1[CH:11]=[CH:12][CH:13]=[CH:14][C:9]=1[C@@H:7]1[CH2:8][C@H:6]1[C:4]([OH:19])=[O:5]. The catalyst class is: 28. (6) Reactant: Cl[C:2]1[S:3][C:4]([C:8]([O:10][CH3:11])=[O:9])=[C:5]([Cl:7])[N:6]=1.[CH3:12][O:13][C:14]1[CH:15]=[C:16](B(O)O)[CH:17]=[CH:18][CH:19]=1.COCCOC.C([O-])([O-])=O.[Na+].[Na+]. Product: [Cl:7][C:5]1[N:6]=[C:2]([C:18]2[CH:17]=[CH:16][CH:15]=[C:14]([O:13][CH3:12])[CH:19]=2)[S:3][C:4]=1[C:8]([O:10][CH3:11])=[O:9]. The catalyst class is: 6. (7) Product: [Br:8][C:9]1[CH:10]=[C:11]([CH:14]=[CH:15][CH:16]=1)/[CH:12]=[C:7]1\[C:5](=[O:6])[NH:4][C:2](=[O:3])[NH:1]\1. The catalyst class is: 15. Reactant: [NH:1]1[CH2:7][C:5](=[O:6])[NH:4][C:2]1=[O:3].[Br:8][C:9]1[CH:10]=[C:11]([CH:14]=[CH:15][CH:16]=1)[CH:12]=O.C([O-])(=O)C.[Na+]. (8) Reactant: [C:1]([O:5][C:6]([N:8]1[CH2:13][CH2:12][CH:11]([CH2:14][O:15]S(C2C=CC(C)=CC=2)(=O)=O)[CH2:10][CH2:9]1)=[O:7])([CH3:4])([CH3:3])[CH3:2].O[C:27]1[CH:37]=[CH:36][C:30]([C:31]([O:33][CH2:34][CH3:35])=[O:32])=[CH:29][C:28]=1[O:38][CH3:39].C(=O)([O-])[O-].[K+].[K+]. Product: [C:1]([O:5][C:6]([N:8]1[CH2:9][CH2:10][CH:11]([CH2:14][O:15][C:27]2[CH:37]=[CH:36][C:30]([C:31]([O:33][CH2:34][CH3:35])=[O:32])=[CH:29][C:28]=2[O:38][CH3:39])[CH2:12][CH2:13]1)=[O:7])([CH3:2])([CH3:3])[CH3:4]. The catalyst class is: 3. (9) Reactant: [F:10][C:7](F)(F)[C:6](O[C:6](=[O:11])[C:7]([F:10])(F)F)=[O:11].[F:14][C:15]1[C:16]([C:23]#[N:24])=[N+:17]([O-])C=C(F)[CH:20]=1. Product: [F:14][C:15]1[CH:20]=[C:7]([F:10])[C:6](=[O:11])[NH:17][C:16]=1[C:23]#[N:24]. The catalyst class is: 4.